The task is: Predict the reactants needed to synthesize the given product.. This data is from Full USPTO retrosynthesis dataset with 1.9M reactions from patents (1976-2016). Given the product [Cl:1][C:2]1[CH:3]=[CH:4][C:5]([S:8][C:9]2[S:13][C:12]([C:14]([OH:21])=[O:15])=[CH:11][CH:10]=2)=[CH:6][CH:7]=1, predict the reactants needed to synthesize it. The reactants are: [Cl:1][C:2]1[CH:7]=[CH:6][C:5]([S:8][C:9]2[S:13][C:12]([CH:14]=[O:15])=[CH:11][CH:10]=2)=[CH:4][CH:3]=1.CC(=CC)C.[OH:21]P([O-])(O)=O.[K+].[O-]Cl=O.[Na+].